The task is: Predict the product of the given reaction.. This data is from Forward reaction prediction with 1.9M reactions from USPTO patents (1976-2016). (1) Given the reactants [F:1][C:2]([F:17])([F:16])[C:3]1[CH:8]=[C:7](N)[CH:6]=[CH:5][C:4]=1[C:10]1[CH:15]=[CH:14][CH:13]=[CH:12][CH:11]=1.N([O-])=O.[Na+].[K+].[CH2:23]([O:25][C:26]([S-:28])=[S:27])[CH3:24], predict the reaction product. The product is: [F:1][C:2]([F:17])([F:16])[C:3]1[CH:8]=[C:7]([S:28][C:26](=[S:27])[O:25][CH2:23][CH3:24])[CH:6]=[CH:5][C:4]=1[C:10]1[CH:15]=[CH:14][CH:13]=[CH:12][CH:11]=1. (2) Given the reactants [CH3:1][O:2][C:3](=[O:28])[C:4]1[CH:9]=[C:8]([C:10]([F:13])([F:12])[F:11])[C:7]([OH:14])=[C:6]([NH:15][S:16]([C:19]2[CH:24]=[C:23]([Cl:25])[CH:22]=[CH:21][C:20]=2[O:26][CH3:27])(=[O:18])=[O:17])[CH:5]=1.Br[CH2:30][CH2:31]Br, predict the reaction product. The product is: [CH3:1][O:2][C:3]([C:4]1[CH:9]=[C:8]([C:10]([F:11])([F:13])[F:12])[C:7]2[O:14][CH2:31][CH2:30][N:15]([S:16]([C:19]3[CH:24]=[C:23]([Cl:25])[CH:22]=[CH:21][C:20]=3[O:26][CH3:27])(=[O:18])=[O:17])[C:6]=2[CH:5]=1)=[O:28]. (3) Given the reactants C([C:3]1[CH:4]=[C:5]([CH:29]=[CH:30][CH:31]=1)[CH2:6][N:7]1[CH:11]=[C:10]([NH:12][C:13]([C:15]2[C:23]3[CH2:22]C[CH:20]([C:24]4[CH:25]=NN[CH:28]=4)[CH2:19][C:18]=3[NH:17][N:16]=2)=[O:14])[CH:9]=[N:8]1)#N.CC1(C)CCC2N(COCC[Si](C)(C)C)N=C(C(O)=O)C=2C1.NC1C=NN(CC2C=C(C=CC=2)C#N)C=1.C(N1C=C(N)C=N1)C1C=CC=CC=1, predict the reaction product. The product is: [CH2:6]([N:7]1[CH:11]=[C:10]([NH:12][C:13]([C:15]2[C:23]3[CH2:22][C:24]([CH3:28])([CH3:25])[CH2:20][CH2:19][C:18]=3[NH:17][N:16]=2)=[O:14])[CH:9]=[N:8]1)[C:5]1[CH:29]=[CH:30][CH:31]=[CH:3][CH:4]=1. (4) Given the reactants [C:1]([C:3]1[CH:8]=[CH:7][C:6]([CH:9]2[CH2:14][CH2:13][CH2:12][C:11](=O)[CH2:10]2)=[CH:5][CH:4]=1)#[N:2].[C:16]1([C@H:26]([NH2:28])[CH3:27])[C:25]2[C:20](=[CH:21][CH:22]=[CH:23][CH:24]=2)[CH:19]=[CH:18][CH:17]=1, predict the reaction product. The product is: [C:16]1([C@H:26]([NH:28][CH:11]2[CH2:12][CH2:13][CH2:14][CH:9]([C:6]3[CH:7]=[CH:8][C:3]([C:1]#[N:2])=[CH:4][CH:5]=3)[CH2:10]2)[CH3:27])[C:25]2[C:20](=[CH:21][CH:22]=[CH:23][CH:24]=2)[CH:19]=[CH:18][CH:17]=1.